From a dataset of Full USPTO retrosynthesis dataset with 1.9M reactions from patents (1976-2016). Predict the reactants needed to synthesize the given product. (1) Given the product [CH2:36]([C:20]1[N:19]=[N:18][C:17]([O:16][CH2:15][C@H:10]2[C@@H:11]([OH:14])[CH2:12][CH2:13][NH:8][CH2:9]2)=[CH:22][C:21]=1[C:23]1[CH:28]=[CH:27][C:26]([O:29][CH:30]2[CH2:35][CH2:34][CH2:33][CH2:32][CH2:31]2)=[CH:25][CH:24]=1)[CH2:37][CH2:38][CH3:39], predict the reactants needed to synthesize it. The reactants are: C(OC([N:8]1[CH2:13][CH2:12][C@H:11]([OH:14])[C@H:10]([CH2:15][O:16][C:17]2[N:18]=[N:19][C:20]([CH2:36][CH2:37][CH2:38][CH3:39])=[C:21]([C:23]3[CH:28]=[CH:27][C:26]([O:29][CH:30]4[CH2:35][CH2:34][CH2:33][CH2:32][CH2:31]4)=[CH:25][CH:24]=3)[CH:22]=2)[CH2:9]1)=O)(C)(C)C.Cl. (2) Given the product [CH3:20][N:16]1[C:10]2[NH:11][CH2:12][CH2:13][CH2:14][CH:8]([C:5]3[CH:6]=[CH:7][C:2]([C:45]([OH:47])=[O:46])=[CH:3][C:4]=3[CH3:21])[C:9]=2[C:18]([CH3:19])=[N:17]1, predict the reactants needed to synthesize it. The reactants are: Br[C:2]1[CH:7]=[CH:6][C:5]([CH:8]2[CH2:14][CH2:13][C:12](=O)[NH:11][C:10]3[N:16]([CH3:20])[N:17]=[C:18]([CH3:19])[C:9]2=3)=[C:4]([CH3:21])[CH:3]=1.BrC1C=CC(C=O)=C(C)C=1.CN1C(N)=CC(C)=N1.[Li]CCCC.[C:45](=[O:47])=[O:46]. (3) Given the product [CH2:6]([N:10]1[C:14]([C:15]([O:17][CH2:18][CH3:19])=[O:16])=[C:13]([C:20](=[S:2])[NH2:21])[N:12]=[C:11]1[N:22]1[CH2:27][CH2:26][N:25]([C:28]([O:30][C:31]([CH3:33])([CH3:32])[CH3:34])=[O:29])[CH2:24][CH2:23]1)[C:7]#[C:8][CH3:9], predict the reactants needed to synthesize it. The reactants are: [NH4+]=[S:2].C(O)C.[CH2:6]([N:10]1[C:14]([C:15]([O:17][CH2:18][CH3:19])=[O:16])=[C:13]([C:20]#[N:21])[N:12]=[C:11]1[N:22]1[CH2:27][CH2:26][N:25]([C:28]([O:30][C:31]([CH3:34])([CH3:33])[CH3:32])=[O:29])[CH2:24][CH2:23]1)[C:7]#[C:8][CH3:9].C(OCC)(=O)C. (4) Given the product [OH:8][C:9]1[CH:24]=[CH:23][C:22]([N:25]2[CH2:30][CH2:29][CH2:28][CH2:27][CH2:26]2)=[CH:21][C:10]=1[C:11]([OH:13])=[O:12], predict the reactants needed to synthesize it. The reactants are: C([O:8][C:9]1[CH:24]=[CH:23][C:22]([N:25]2[CH2:30][CH2:29][CH2:28][CH2:27][CH2:26]2)=[CH:21][C:10]=1[C:11]([O:13]CC1C=CC=CC=1)=[O:12])C1C=CC=CC=1.CO.O1CCCC1. (5) Given the product [CH3:3][CH:2]([C:4]1[N:26]([S:27]([C:30]2[CH:31]=[CH:32][CH:33]=[CH:34][CH:35]=2)(=[O:28])=[O:29])[C:7]2=[N:8][CH:9]=[CH:10][C:11]([C:12]3[CH:13]=[CH:14][C:15]([S:18]([N:21]4[CH2:25][CH2:24][CH2:23][CH2:22]4)(=[O:19])=[O:20])=[CH:16][CH:17]=3)=[C:6]2[CH:5]=1)[CH3:1], predict the reactants needed to synthesize it. The reactants are: [CH3:1][C:2]([C:4]1[N:26]([S:27]([C:30]2[CH:35]=[CH:34][CH:33]=[CH:32][CH:31]=2)(=[O:29])=[O:28])[C:7]2=[N:8][CH:9]=[CH:10][C:11]([C:12]3[CH:17]=[CH:16][C:15]([S:18]([N:21]4[CH2:25][CH2:24][CH2:23][CH2:22]4)(=[O:20])=[O:19])=[CH:14][CH:13]=3)=[C:6]2[CH:5]=1)=[CH2:3]. (6) The reactants are: [Cl:1][C:2]1[CH:7]=[CH:6][C:5]([N:8]2[C:17](=[O:18])[C:16]3[C:11](=[CH:12][C:13]([OH:21])=[C:14]([O:19]C)[CH:15]=3)[N:10]=[C:9]2[CH:22]([CH3:24])[CH3:23])=[CH:4][CH:3]=1.[OH-].[Na+]. Given the product [Cl:1][C:2]1[CH:3]=[CH:4][C:5]([N:8]2[C:17](=[O:18])[C:16]3[C:11](=[CH:12][C:13]([OH:21])=[C:14]([OH:19])[CH:15]=3)[N:10]=[C:9]2[CH:22]([CH3:24])[CH3:23])=[CH:6][CH:7]=1, predict the reactants needed to synthesize it. (7) Given the product [CH3:54][O:55][C:56](=[O:65])[CH2:57][CH2:58][CH2:59][CH2:60][CH2:61][CH2:62][CH2:63][NH:64][C:19](=[O:20])[C:18]1[CH:22]=[CH:23][C:15]([CH:14]=[N:13][N:12]=[C:5]2[C:4]3[C:8](=[CH:9][CH:10]=[C:2]([F:1])[CH:3]=3)[NH:7][C:6]2=[O:11])=[CH:16][CH:17]=1, predict the reactants needed to synthesize it. The reactants are: [F:1][C:2]1[CH:3]=[C:4]2[C:8](=[CH:9][CH:10]=1)[NH:7][C:6](=[O:11])[C:5]2=[N:12][N:13]=[CH:14][C:15]1[CH:23]=[CH:22][C:18]([C:19](O)=[O:20])=[CH:17][CH:16]=1.Cl.C(N=C=NCCCN(C)C)C.OC1C2N=NNC=2C=CC=1.C(N(CC)CC)C.Cl.[CH3:54][O:55][C:56](=[O:65])[CH2:57][CH2:58][CH2:59][CH2:60][CH2:61][CH2:62][CH2:63][NH2:64].